Dataset: Forward reaction prediction with 1.9M reactions from USPTO patents (1976-2016). Task: Predict the product of the given reaction. (1) Given the reactants [O:1]1[CH2:6][CH2:5][O:4][C:3]2[C:7]([NH:11][C:12](=[O:14])[CH3:13])=[CH:8][CH:9]=[CH:10][C:2]1=2.[Br:15]Br, predict the reaction product. The product is: [Br:15][C:10]1[C:2]2[O:1][CH2:6][CH2:5][O:4][C:3]=2[C:7]([NH:11][C:12](=[O:14])[CH3:13])=[CH:8][CH:9]=1. (2) The product is: [CH:24]1([NH:29][CH2:21][C@@H:19]([OH:20])[CH2:18][CH2:17][N:10]2[C:11]3[CH:16]=[CH:15][CH:14]=[CH:13][C:12]=3[N:8]([C:3]3[CH:4]=[CH:5][CH:6]=[CH:7][C:2]=3[F:1])[S:9]2(=[O:22])=[O:23])[CH2:28][CH2:27][CH2:26][CH2:25]1. Given the reactants [F:1][C:2]1[CH:7]=[CH:6][CH:5]=[CH:4][C:3]=1[N:8]1[C:12]2[CH:13]=[CH:14][CH:15]=[CH:16][C:11]=2[N:10]([CH2:17][CH2:18][C@H:19]2[CH2:21][O:20]2)[S:9]1(=[O:23])=[O:22].[CH:24]1([NH2:29])[CH2:28][CH2:27][CH2:26][CH2:25]1, predict the reaction product. (3) Given the reactants [F:1][C:2]1[CH:28]=[CH:27][C:5]([CH2:6][N:7]2[C:11]3=[CH:12][N:13]=[C:14]([C:16](O)=[O:17])[CH:15]=[C:10]3[C:9]([CH2:19][N:20]3[CH2:25][CH2:24][NH:23][C:22](=[O:26])[CH2:21]3)=[CH:8]2)=[CH:4][CH:3]=1.CN1CCOCC1.Cl.[CH3:37][NH:38][OH:39].C(=O)(O)[O-].[Na+], predict the reaction product. The product is: [F:1][C:2]1[CH:28]=[CH:27][C:5]([CH2:6][N:7]2[C:11]3=[CH:12][N:13]=[C:14]([C:16]([N:38]([OH:39])[CH3:37])=[O:17])[CH:15]=[C:10]3[C:9]([CH2:19][N:20]3[CH2:25][CH2:24][NH:23][C:22](=[O:26])[CH2:21]3)=[CH:8]2)=[CH:4][CH:3]=1. (4) Given the reactants [O:1]1[C:5]2[CH:6]=[CH:7][CH:8]=[CH:9][C:4]=2[N:3]=[C:2]1[S:10][CH2:11][CH2:12][N:13]1[CH2:18][CH2:17][N:16]([CH2:19][C:20]([NH:22][C:23]2[C:24]([O:36][CH2:37][C:38]([F:41])([F:40])[F:39])=[N:25][C:26]([CH3:35])=[CH:27][C:28]=2[O:29][CH2:30][C:31]([F:34])([F:33])[F:32])=[O:21])[CH2:15][CH2:14]1.[ClH:42].N1C=CC=CC=1, predict the reaction product. The product is: [ClH:42].[O:1]1[C:5]2[CH:6]=[CH:7][CH:8]=[CH:9][C:4]=2[N:3]=[C:2]1[S:10][CH2:11][CH2:12][N:13]1[CH2:14][CH2:15][N:16]([CH2:19][C:20]([NH:22][C:23]2[C:24]([O:36][CH2:37][C:38]([F:40])([F:41])[F:39])=[N:25][C:26]([CH3:35])=[CH:27][C:28]=2[O:29][CH2:30][C:31]([F:32])([F:33])[F:34])=[O:21])[CH2:17][CH2:18]1. (5) The product is: [CH3:2][C:3]1[CH:4]=[C:5]2[C:10](=[CH:11][CH:12]=1)[O:9][CH2:8][CH2:7][CH:6]2[CH2:13][NH2:14]. Given the reactants Cl.[CH3:2][C:3]1[CH:4]=[C:5]2[C:10](=[CH:11][CH:12]=1)[O:9][CH2:8][CH:7]=[C:6]2[CH2:13][NH2:14], predict the reaction product. (6) Given the reactants [N-:1]=[N+:2]=[N-:3].[Na+].[Cl:5][C:6]1[CH:7]=[C:8]([C:13]2([C:29]([F:32])([F:31])[F:30])[O:17][N:16]=[C:15]([C:18]3[C:27]4[C:22](=[CH:23][CH:24]=[CH:25][CH:26]=4)[C:21](F)=[CH:20][CH:19]=3)[CH2:14]2)[CH:9]=[C:10]([Cl:12])[CH:11]=1, predict the reaction product. The product is: [N:1]([C:21]1[C:22]2[C:27](=[CH:26][CH:25]=[CH:24][CH:23]=2)[C:18]([C:15]2[CH2:14][C:13]([C:8]3[CH:7]=[C:6]([Cl:5])[CH:11]=[C:10]([Cl:12])[CH:9]=3)([C:29]([F:32])([F:30])[F:31])[O:17][N:16]=2)=[CH:19][CH:20]=1)=[N+:2]=[N-:3].